Dataset: NCI-60 drug combinations with 297,098 pairs across 59 cell lines. Task: Regression. Given two drug SMILES strings and cell line genomic features, predict the synergy score measuring deviation from expected non-interaction effect. (1) Drug 1: CC(CN1CC(=O)NC(=O)C1)N2CC(=O)NC(=O)C2. Drug 2: C1=NC2=C(N1)C(=S)N=C(N2)N. Cell line: SK-OV-3. Synergy scores: CSS=38.8, Synergy_ZIP=-7.14, Synergy_Bliss=-6.11, Synergy_Loewe=-4.62, Synergy_HSA=-3.02. (2) Drug 1: CC1=C(C=C(C=C1)NC2=NC=CC(=N2)N(C)C3=CC4=NN(C(=C4C=C3)C)C)S(=O)(=O)N.Cl. Drug 2: C(CC(=O)O)C(=O)CN.Cl. Cell line: U251. Synergy scores: CSS=12.1, Synergy_ZIP=-4.31, Synergy_Bliss=-0.274, Synergy_Loewe=0.567, Synergy_HSA=1.25. (3) Drug 1: COC1=C(C=C2C(=C1)N=CN=C2NC3=CC(=C(C=C3)F)Cl)OCCCN4CCOCC4. Drug 2: C1CC(=O)NC(=O)C1N2C(=O)C3=CC=CC=C3C2=O. Cell line: MDA-MB-231. Synergy scores: CSS=10.4, Synergy_ZIP=3.94, Synergy_Bliss=-1.11, Synergy_Loewe=-2.63, Synergy_HSA=-0.679. (4) Drug 1: C(=O)(N)NO. Drug 2: CS(=O)(=O)OCCCCOS(=O)(=O)C. Cell line: 786-0. Synergy scores: CSS=3.88, Synergy_ZIP=0.0805, Synergy_Bliss=1.44, Synergy_Loewe=-4.22, Synergy_HSA=-1.99. (5) Drug 1: C1=CN(C=N1)CC(O)(P(=O)(O)O)P(=O)(O)O. Drug 2: CC(C)CN1C=NC2=C1C3=CC=CC=C3N=C2N. Cell line: OVCAR-5. Synergy scores: CSS=1.65, Synergy_ZIP=-1.31, Synergy_Bliss=-1.37, Synergy_Loewe=-1.21, Synergy_HSA=-0.550. (6) Drug 1: CC(C1=C(C=CC(=C1Cl)F)Cl)OC2=C(N=CC(=C2)C3=CN(N=C3)C4CCNCC4)N. Drug 2: B(C(CC(C)C)NC(=O)C(CC1=CC=CC=C1)NC(=O)C2=NC=CN=C2)(O)O. Cell line: 786-0. Synergy scores: CSS=6.54, Synergy_ZIP=2.40, Synergy_Bliss=5.59, Synergy_Loewe=5.71, Synergy_HSA=5.85. (7) Drug 1: CCC1(CC2CC(C3=C(CCN(C2)C1)C4=CC=CC=C4N3)(C5=C(C=C6C(=C5)C78CCN9C7C(C=CC9)(C(C(C8N6C=O)(C(=O)OC)O)OC(=O)C)CC)OC)C(=O)OC)O.OS(=O)(=O)O. Drug 2: CS(=O)(=O)OCCCCOS(=O)(=O)C. Cell line: U251. Synergy scores: CSS=1.83, Synergy_ZIP=10.0, Synergy_Bliss=17.9, Synergy_Loewe=-1.61, Synergy_HSA=-1.87.